From a dataset of Forward reaction prediction with 1.9M reactions from USPTO patents (1976-2016). Predict the product of the given reaction. (1) Given the reactants [CH3:1][C:2]1[CH:3]=[C:4](B(O)O)[S:5][CH:6]=1.[N:10]1([CH2:15][CH:16]2[CH2:20][CH2:19][CH2:18][N:17]2[C:21]([C:23]2[CH:28]=[CH:27][C:26](Br)=[CH:25][CH:24]=2)=[O:22])[CH2:14][CH2:13][CH2:12][CH2:11]1, predict the reaction product. The product is: [CH3:1][C:2]1[CH:3]=[C:4]([C:26]2[CH:27]=[CH:28][C:23]([C:21]([N:17]3[CH2:18][CH2:19][CH2:20][C@H:16]3[CH2:15][N:10]3[CH2:11][CH2:12][CH2:13][CH2:14]3)=[O:22])=[CH:24][CH:25]=2)[S:5][CH:6]=1. (2) Given the reactants CC[C@H:40]1[C@H:39]2[CH2:38][C@H:37]([C@H:36](OC3C4C(=CC=CC=4)C(O[C@H:36]([C:47]4C=CN=[C:53]5[C:48]=4C=C(OC)[CH:51]=[CH:52]5)[C@@H:37]4[N:42]5[CH2:43][C@H:44](CC)[C@@H:39]([CH2:40][CH2:41]5)[CH2:38]4)=NN=3)[C:47]3C=CN=C4[C:48]=3[CH:53]=[C:52](OC)[CH:51]=C4)[N:42]([CH2:43][CH2:44]2)[CH2:41]1.CS(N)(=O)=[O:61].C(N1CC=C(C)CC1)C1C=CC=CC=1.[OH2:78], predict the reaction product. The product is: [CH2:37]([N:42]1[CH2:41][CH2:40][C@:39]([CH3:38])([OH:78])[C@H:44]([OH:61])[CH2:43]1)[C:36]1[CH:47]=[CH:48][CH:53]=[CH:52][CH:51]=1. (3) The product is: [CH3:30][C:29]1[C:24]([C:21]2[C:20]3[C:16](=[CH:17][N:18]([CH3:32])[N:19]=3)[C:15]([OH:14])=[CH:23][CH:22]=2)=[C:25]([CH3:31])[N:26]=[CH:27][N:28]=1. Given the reactants C(Cl)(=O)C.C(OC[O:14][C:15]1[C:16]2[C:20]([C:21]([C:24]3[C:25]([CH3:31])=[N:26][CH:27]=[N:28][C:29]=3[CH3:30])=[CH:22][CH:23]=1)=[N:19][N:18]([CH3:32])[CH:17]=2)C1C=CC=CC=1, predict the reaction product.